From a dataset of Forward reaction prediction with 1.9M reactions from USPTO patents (1976-2016). Predict the product of the given reaction. Given the reactants [Cl:1][C:2]1[CH:9]=[CH:8][C:5]([CH2:6][NH2:7])=[CH:4][CH:3]=1.Br.Br[CH2:12][CH2:13][N:14]([CH2:17][CH3:18])[CH2:15][CH3:16].C(N(CC)CC)C, predict the reaction product. The product is: [Cl:1][C:2]1[CH:9]=[CH:8][C:5]([CH2:6][NH:7][CH2:12][CH2:13][N:14]([CH2:17][CH3:18])[CH2:15][CH3:16])=[CH:4][CH:3]=1.